From a dataset of Full USPTO retrosynthesis dataset with 1.9M reactions from patents (1976-2016). Predict the reactants needed to synthesize the given product. Given the product [CH:66]1([N:65]2[CH2:64][C:57]([CH3:63])([CH2:58][CH2:59][CH:60]([CH3:61])[CH3:62])[C:19]([OH:21])=[C:18]([C:12]3[NH:11][C:10]4[S:9][CH:8]=[C:7]([CH2:6][NH:5][S:2]([CH3:1])(=[O:3])=[O:4])[C:15]=4[S:14](=[O:16])(=[O:17])[N:13]=3)[C:39]2=[O:38])[CH2:67][CH2:68][CH2:69][CH2:70]1, predict the reactants needed to synthesize it. The reactants are: [CH3:1][S:2]([NH:5][CH2:6][C:7]1[C:15]2[S:14](=[O:17])(=[O:16])[N:13]=[C:12]([CH2:18][C:19]([OH:21])=O)[NH:11][C:10]=2[S:9][CH:8]=1)(=[O:4])=[O:3].F[P-](F)(F)(F)(F)F.N1([O:38][C:39](N(C)C)=[N+](C)C)C2N=CC=CC=2N=N1.CN1CCOCC1.C(OC(=O)[C:57]([CH2:64][NH:65][CH:66]1[CH2:70][CH2:69][CH2:68][CH2:67]1)([CH3:63])[CH2:58][CH2:59][CH:60]([CH3:62])[CH3:61])C.[O-]CC.[Na+].C(O)C.